From a dataset of Catalyst prediction with 721,799 reactions and 888 catalyst types from USPTO. Predict which catalyst facilitates the given reaction. (1) Product: [CH3:1][O:2][C:3]([C:4]1[N:6]([C:7]2[CH:12]=[CH:11][CH:10]=[CH:9][CH:8]=2)[C:13]2[C:14]([C:20](=[O:23])[C:21]=1[CH3:22])=[CH:15][CH:16]=[C:17]([Cl:19])[CH:18]=2)=[O:24]. The catalyst class is: 125. Reactant: [CH3:1][O:2][C:3](=[O:24])[C:4]([N:6]([C:13]1[CH:18]=[C:17]([Cl:19])[CH:16]=[CH:15][C:14]=1[C:20](=[O:23])[CH2:21][CH3:22])[C:7]1[CH:12]=[CH:11][CH:10]=[CH:9][CH:8]=1)=O.C(=O)([O-])[O-].[K+].[K+].CCCCCC. (2) Reactant: [OH-].[Na+].C([O:5][C:6](=[O:26])[CH2:7][CH2:8][CH2:9][CH2:10][CH2:11][CH2:12][N:13]1[CH:17]=[CH:16][C:15]([C:18]2[CH:23]=[CH:22][CH:21]=[CH:20][C:19]=2[O:24][CH3:25])=[N:14]1)C. Product: [CH3:25][O:24][C:19]1[CH:20]=[CH:21][CH:22]=[CH:23][C:18]=1[C:15]1[CH:16]=[CH:17][N:13]([CH2:12][CH2:11][CH2:10][CH2:9][CH2:8][CH2:7][C:6]([OH:26])=[O:5])[N:14]=1. The catalyst class is: 5. (3) Reactant: [C:1]([O:5][C:6]([N:8]1[S:13](=[O:15])(=[O:14])[N:12]([CH2:16][C:17]([OH:19])=O)[CH2:11][CH2:10][CH2:9]1)=[O:7])([CH3:4])([CH3:3])[CH3:2].Cl.[CH:21]12[CH2:30][CH:25]3[CH2:26][CH:27]([CH2:29][CH:23]([CH2:24]3)[CH:22]1[NH2:31])[CH2:28]2.CCN=C=NCCCN(C)C. Product: [CH:21]12[CH2:30][CH:25]3[CH2:26][CH:27]([CH2:29][CH:23]([CH2:24]3)[CH:22]1[NH:31][C:17](=[O:19])[CH2:16][N:12]1[S:13](=[O:14])(=[O:15])[N:8]([C:6]([O:5][C:1]([CH3:2])([CH3:3])[CH3:4])=[O:7])[CH2:9][CH2:10][CH2:11]1)[CH2:28]2. The catalyst class is: 2.